Dataset: CYP1A2 inhibition data for predicting drug metabolism from PubChem BioAssay. Task: Regression/Classification. Given a drug SMILES string, predict its absorption, distribution, metabolism, or excretion properties. Task type varies by dataset: regression for continuous measurements (e.g., permeability, clearance, half-life) or binary classification for categorical outcomes (e.g., BBB penetration, CYP inhibition). Dataset: cyp1a2_veith. (1) The compound is CC1=C(CC(=O)O)c2cc(F)ccc2/C1=C\c1ccc(S(C)(=O)=O)cc1. The result is 1 (inhibitor). (2) The compound is CSc1nsc(SC)c1NC(=O)OCc1ccccc1. The result is 1 (inhibitor). (3) The compound is Cc1cc2ccccc2c[n+]1CC(O)C[n+]1cc2ccccc2cc1C. The result is 0 (non-inhibitor). (4) The molecule is O=P(O)(CCc1ccccc1)C(O)c1ccccc1. The result is 0 (non-inhibitor). (5) The compound is C/C(=N\O)c1ccc2[nH]ccc2c1. The result is 1 (inhibitor). (6) The result is 0 (non-inhibitor). The molecule is N=C(N)N1CCc2ccccc2C1. (7) The drug is COC(=O)Cn1c(CN(Cc2ccccc2)Cc2ccccc2)nc2c1c(=O)[nH]c(=O)n2C. The result is 0 (non-inhibitor). (8) The molecule is CC(=O)c1c(C(C)=O)c(C)n(NC(=O)c2ccccc2Cl)c1C. The result is 0 (non-inhibitor). (9) The molecule is O=C(NCCCN1CCCC1=O)c1ccc(CNS(=O)(=O)c2ccc(F)cc2)cc1. The result is 0 (non-inhibitor).